Dataset: Full USPTO retrosynthesis dataset with 1.9M reactions from patents (1976-2016). Task: Predict the reactants needed to synthesize the given product. (1) Given the product [C:38]([C:40]1[CH:41]=[C:42]([NH:48][C:49]2[N:54]=[C:53]([N:55]3[C:59]([CH3:60])=[CH:58][C:57]([C:61]([F:63])([F:62])[F:64])=[N:56]3)[C:52]([C:65]3[CH:66]=[C:67]([C:71]([OH:73])=[O:72])[CH:68]=[N:69][CH:70]=3)=[CH:51][N:50]=2)[CH:43]=[C:44]([O:46][CH3:47])[CH:45]=1)#[N:39], predict the reactants needed to synthesize it. The reactants are: C(C1C=C(NC2N=C(N3C=CC(C(F)(F)F)=N3)C(C3C=C(C(OCC)=O)C=NC=3)=CN=2)C=C(OC)C=1)#N.[C:38]([C:40]1[CH:41]=[C:42]([NH:48][C:49]2[N:54]=[C:53]([N:55]3[C:59]([CH3:60])=[CH:58][C:57]([C:61]([F:64])([F:63])[F:62])=[N:56]3)[C:52]([C:65]3[CH:66]=[C:67]([C:71]([O:73]CC)=[O:72])[CH:68]=[N:69][CH:70]=3)=[CH:51][N:50]=2)[CH:43]=[C:44]([O:46][CH3:47])[CH:45]=1)#[N:39].[OH-].[Na+].Cl. (2) Given the product [C:1]([O:5][C:6](=[O:15])[CH2:7][CH2:8][C:9]1[CH:14]=[CH:13][CH:12]=[CH:11][N:10]=1)([CH3:4])([CH3:2])[CH3:3], predict the reactants needed to synthesize it. The reactants are: [C:1]([O:5][C:6](=[O:15])/[CH:7]=[CH:8]/[C:9]1[CH:14]=[CH:13][CH:12]=[CH:11][N:10]=1)([CH3:4])([CH3:3])[CH3:2].C([O-])=O.[NH4+]. (3) Given the product [CH:1]([C:4]1[S:8][C:7]([NH:9][C:10](=[O:16])[C@@H:11]([NH:15][CH:18]([CH:20]2[CH2:22][CH2:21]2)[CH3:17])[CH2:12][CH2:13][CH3:14])=[N:6][CH:5]=1)([CH3:2])[CH3:3], predict the reactants needed to synthesize it. The reactants are: [CH:1]([C:4]1[S:8][C:7]([NH:9][C:10](=[O:16])[C@@H:11]([NH2:15])[CH2:12][CH2:13][CH3:14])=[N:6][CH:5]=1)([CH3:3])[CH3:2].[CH3:17][C:18]([CH:20]1[CH2:22][CH2:21]1)=O.C(O[BH-](OC(=O)C)OC(=O)C)(=O)C.[Na+]. (4) Given the product [Cl:1][C:2]1[CH:14]=[N:13][C:5]2[NH:6][C:7]3[CH2:12][CH2:11][N:10]([CH2:17][CH2:18][N:19]4[CH2:24][CH2:23][O:22][CH2:21][CH2:20]4)[CH2:9][C:8]=3[C:4]=2[CH:3]=1, predict the reactants needed to synthesize it. The reactants are: [Cl:1][C:2]1[CH:14]=[N:13][C:5]2[NH:6][C:7]3[CH2:12][CH2:11][NH:10][CH2:9][C:8]=3[C:4]=2[CH:3]=1.Cl.Cl[CH2:17][CH2:18][N:19]1[CH2:24][CH2:23][O:22][CH2:21][CH2:20]1.C([O-])([O-])=O.[K+].[K+].[Na+].[I-]. (5) Given the product [CH3:21][S:18]([C:15]1[CH:14]=[CH:13][C:12]([C@@H:8]([OH:7])[C@H:9]([NH2:5])[CH2:10][F:11])=[CH:17][CH:16]=1)(=[O:20])=[O:19], predict the reactants needed to synthesize it. The reactants are: C([N:5]1[C@H:9]([CH2:10][F:11])[C@@H:8]([C:12]2[CH:17]=[CH:16][C:15]([S:18]([CH3:21])(=[O:20])=[O:19])=[CH:14][CH:13]=2)[O:7]C1(C)C)(=O)CC.Cl. (6) The reactants are: [N:1]([C@H:4]1[C@H:9]([O:10][CH3:11])[CH2:8][CH2:7][N:6]([C:12]2[N:17]=[C:16]([NH:18][C:19]3[N:24]=[CH:23][C:22]4[N:25]=[C:26]([CH3:31])[N:27]([CH:28]([CH3:30])[CH3:29])[C:21]=4[CH:20]=3)[CH:15]=[CH:14][N:13]=2)[CH2:5]1)=[N+]=[N-]. Given the product [NH2:1][C@H:4]1[C@H:9]([O:10][CH3:11])[CH2:8][CH2:7][N:6]([C:12]2[N:17]=[C:16]([NH:18][C:19]3[N:24]=[CH:23][C:22]4[N:25]=[C:26]([CH3:31])[N:27]([CH:28]([CH3:29])[CH3:30])[C:21]=4[CH:20]=3)[CH:15]=[CH:14][N:13]=2)[CH2:5]1, predict the reactants needed to synthesize it. (7) Given the product [F:28][C:22]1[N:23]=[CH:24][C:25]2[C:20]([CH:21]=1)=[CH:19][C:18]([C:16]1[S:49][C:12]([CH2:11][CH2:10][C@@H:9]([NH:8][C:6](=[O:7])[O:5][C:1]([CH3:4])([CH3:3])[CH3:2])[CH2:29][C:30]3[CH:31]=[N:32][C:33]([C:36]([F:39])([F:38])[F:37])=[CH:34][CH:35]=3)=[N:14][N:15]=1)=[CH:27][CH:26]=2, predict the reactants needed to synthesize it. The reactants are: [C:1]([O:5][C:6]([NH:8][C@@H:9]([CH2:29][C:30]1[CH:31]=[N:32][C:33]([C:36]([F:39])([F:38])[F:37])=[CH:34][CH:35]=1)[CH2:10][CH2:11][C:12]([NH:14][NH:15][C:16]([C:18]1[CH:19]=[C:20]2[C:25](=[CH:26][CH:27]=1)[CH:24]=[N:23][C:22]([F:28])=[CH:21]2)=O)=O)=[O:7])([CH3:4])([CH3:3])[CH3:2].COC1C=CC(P2(SP(C3C=CC(OC)=CC=3)(=S)S2)=[S:49])=CC=1. (8) Given the product [ClH:19].[Cl:19][C:16]1[CH:17]=[CH:18][C:11]2[CH2:10][CH2:9][NH:8][CH2:14][CH2:13][C:12]=2[C:15]=1[S:20][CH:21]1[CH2:28][CH2:27][O:26][CH2:30]1, predict the reactants needed to synthesize it. The reactants are: C(OC([N:8]1[CH2:14][CH2:13][C:12]2[C:15]([S:20][C:21](=O)N(C)C)=[C:16]([Cl:19])[CH:17]=[CH:18][C:11]=2[CH2:10][CH2:9]1)=O)(C)(C)C.[O:26]1[CH2:30]C[C@@H:28](OS(C2C=CC(C)=CC=2)(=O)=O)[CH2:27]1.